Task: Binary Classification. Given a miRNA mature sequence and a target amino acid sequence, predict their likelihood of interaction.. Dataset: Experimentally validated miRNA-target interactions with 360,000+ pairs, plus equal number of negative samples The miRNA is hsa-miR-4501 with sequence UAUGUGACCUCGGAUGAAUCA. The protein sequence of the target gene is MSAQSVEEDSILIIPNPDEEEKILRVKLEEDPDGEEGSSISWNHLPDPEVFRQRFRQFGYQDSPGPREAVSQLRELCRLWLRPETHTKEQILELVVLEQFVAILPKELQTWVREHHPENGEEAVAVLEDLESELDDPGQPVSLRRQKREVLVEEITSQEDAQGLPSSELDAVENQLKWASWELHSLRHCDDDATTENGALAPKQEMASAGESHEGPGTLNIGVPQLFKYGETCFPKGRFERKRNPSRKKQHICDECGKHFSQGSALILHQRIHSGEKPYGCVECGKAFSRSSILVQHQRV.... Result: 0 (no interaction).